From a dataset of Full USPTO retrosynthesis dataset with 1.9M reactions from patents (1976-2016). Predict the reactants needed to synthesize the given product. (1) The reactants are: N#N.C([O:5][C:6]([C:8]1[CH:12]=[C:11]([CH2:13][N:14]2[CH:18]=[C:17]([N+:19]([O-:21])=[O:20])[CH:16]=[N:15]2)[O:10][N:9]=1)=O)C.CC(C[AlH]CC(C)C)C.[C@H](O)(C([O-])=O)[C@@H](O)C([O-])=O.[Na+].[K+]. Given the product [N+:19]([C:17]1[CH:16]=[N:15][N:14]([CH2:13][C:11]2[O:10][N:9]=[C:8]([CH2:6][OH:5])[CH:12]=2)[CH:18]=1)([O-:21])=[O:20], predict the reactants needed to synthesize it. (2) Given the product [Br:1][C:2]1[CH:3]=[CH:4][CH:5]=[C:6]2[C:11]=1[N:10]=[C:9]([NH:62][C:58]([CH3:61])([CH3:60])[CH3:59])[N:8]([CH2:13][CH2:14][S:15]([CH3:18])(=[O:17])=[O:16])[C:7]2=[O:19], predict the reactants needed to synthesize it. The reactants are: [Br:1][C:2]1[CH:3]=[CH:4][CH:5]=[C:6]2[C:11]=1[NH:10][C:9](=O)[N:8]([CH2:13][CH2:14][S:15]([CH3:18])(=[O:17])=[O:16])[C:7]2=[O:19].F[P-](F)(F)(F)(F)F.N1(O[P+](N(C)C)(N(C)C)N(C)C)C2C=CC=CC=2N=N1.N12CCCN=C1CCCCC2.[C:58]([NH2:62])([CH3:61])([CH3:60])[CH3:59]. (3) Given the product [Br:1][C:2]1[CH:3]=[C:4]2[C:9](=[CH:10][CH:11]=1)[N:8]1[C:14]([CH3:15])=[N:13][CH:12]=[C:7]1[CH:6]=[CH:5]2, predict the reactants needed to synthesize it. The reactants are: [Br:1][C:2]1[CH:3]=[C:4]2[C:9](=[CH:10][CH:11]=1)[N:8]=[C:7]([CH2:12][NH:13][C:14](=O)[CH3:15])[CH:6]=[CH:5]2. (4) The reactants are: [Cl:1][C:2]1[CH:7]=[C:6]([Cl:8])[C:5]([O:9][CH3:10])=[CH:4][C:3]=1[NH:11][C:12]1[C:17]([C:18]#[N:19])=[CH:16][N:15]=[C:14]2[S:20][C:21]([C:23]3[CH:28]=[CH:27][C:26]([CH:29]=O)=[CH:25][CH:24]=3)=[CH:22][C:13]=12.[NH:31]1[CH2:36][CH2:35][O:34][CH2:33][CH2:32]1.C(O[BH-](OC(=O)C)OC(=O)C)(=O)C.[Na+].C(O)(=O)C. Given the product [Cl:1][C:2]1[CH:7]=[C:6]([Cl:8])[C:5]([O:9][CH3:10])=[CH:4][C:3]=1[NH:11][C:12]1[C:17]([C:18]#[N:19])=[CH:16][N:15]=[C:14]2[S:20][C:21]([C:23]3[CH:28]=[CH:27][C:26]([CH2:29][N:31]4[CH2:36][CH2:35][O:34][CH2:33][CH2:32]4)=[CH:25][CH:24]=3)=[CH:22][C:13]=12, predict the reactants needed to synthesize it. (5) The reactants are: [CH:1]([C:3]1[S:7][C:6]([C@H:8]([NH:11][S:12]([C:15]2[CH:23]=[CH:22][C:18]3[N:19]=[CH:20][S:21][C:17]=3[CH:16]=2)(=[O:14])=[O:13])[CH2:9][OH:10])=[CH:5][CH:4]=1)=[O:2].N1C=CN=C1.[CH3:29][C:30]([Si:33](Cl)([CH3:35])[CH3:34])([CH3:32])[CH3:31]. Given the product [Si:33]([O:10][CH2:9][C@@H:8]([NH:11][S:12]([C:15]1[CH:23]=[CH:22][C:18]2[N:19]=[CH:20][S:21][C:17]=2[CH:16]=1)(=[O:14])=[O:13])[C:6]1[S:7][C:3]([CH:1]=[O:2])=[CH:4][CH:5]=1)([C:30]([CH3:32])([CH3:31])[CH3:29])([CH3:35])[CH3:34], predict the reactants needed to synthesize it.